Dataset: Full USPTO retrosynthesis dataset with 1.9M reactions from patents (1976-2016). Task: Predict the reactants needed to synthesize the given product. The reactants are: [C:1]([O:5][C:6]([N:8]1[CH2:13][CH2:12][CH:11]([CH:14]([C:22]2[CH:27]=[CH:26][C:25]([F:28])=[C:24]([OH:29])[C:23]=2[F:30])[NH:15]S(C(C)(C)C)=O)[CH2:10][CH2:9]1)=[O:7])([CH3:4])([CH3:3])[CH3:2].[C:31]1(B(O)O)[CH:36]=[CH:35][CH:34]=[CH:33][CH:32]=1.Cl. Given the product [C:1]([O:5][C:6]([N:8]1[CH2:9][CH2:10][CH:11]([CH:14]([NH2:15])[C:22]2[CH:27]=[CH:26][C:25]([F:28])=[C:24]([O:29][C:31]3[CH:36]=[CH:35][CH:34]=[CH:33][CH:32]=3)[C:23]=2[F:30])[CH2:12][CH2:13]1)=[O:7])([CH3:3])([CH3:4])[CH3:2], predict the reactants needed to synthesize it.